Predict the product of the given reaction. From a dataset of Forward reaction prediction with 1.9M reactions from USPTO patents (1976-2016). (1) Given the reactants [Br:1][C:2]1[CH:7]=[CH:6][C:5](I)=[CH:4][CH:3]=1.[O:9]=[C:10]1[NH:15][CH2:14][CH2:13][N:12]([C:16]([O:18][C:19]([CH3:22])([CH3:21])[CH3:20])=[O:17])[CH2:11]1.CNCCNC.[O-]P([O-])([O-])=O.[K+].[K+].[K+], predict the reaction product. The product is: [Br:1][C:2]1[CH:7]=[CH:6][C:5]([N:15]2[CH2:14][CH2:13][N:12]([C:16]([O:18][C:19]([CH3:21])([CH3:20])[CH3:22])=[O:17])[CH2:11][C:10]2=[O:9])=[CH:4][CH:3]=1. (2) Given the reactants [Br:1][C:2]1[CH:3]=[CH:4][C:5]([CH3:9])=[C:6]([CH:8]=1)[NH2:7].[N:10]([O-])=O.[Na+].O.O.[Cl:16][Sn]Cl.[OH-].[Na+].CCOCC, predict the reaction product. The product is: [ClH:16].[Br:1][C:2]1[CH:3]=[CH:4][C:5]([CH3:9])=[C:6]([NH:7][NH2:10])[CH:8]=1. (3) Given the reactants [CH3:1][O:2][C:3]1[CH:9]=[CH:8][C:6]([NH2:7])=[CH:5][CH:4]=1.C(N(CC)CC)C.C([N:20]1[C:28]2[C:23](=[CH:24][CH:25]=[CH:26][CH:27]=2)[C:22](=[C:29](Cl)[C:30]2[CH:35]=[CH:34][CH:33]=[CH:32][CH:31]=2)[C:21]1=[O:37])(=O)C, predict the reaction product. The product is: [CH3:1][O:2][C:3]1[CH:9]=[CH:8][C:6]([NH:7]/[C:29](=[C:22]2\[C:21](=[O:37])[NH:20][C:28]3[C:23]\2=[CH:24][CH:25]=[CH:26][CH:27]=3)/[C:30]2[CH:31]=[CH:32][CH:33]=[CH:34][CH:35]=2)=[CH:5][CH:4]=1. (4) Given the reactants [F:1][C:2]1[C:3]([N:14]([C:16]2[CH:21]=[CH:20][N:19]=[C:18](F)[N:17]=2)[CH3:15])=[N:4][C:5]([C:8]2[CH:13]=[CH:12][CH:11]=[CH:10][CH:9]=2)=[N:6][CH:7]=1.[NH2:23][C@H:24]1[CH2:29][CH2:28][C@H:27]([NH2:30])[CH2:26][CH2:25]1, predict the reaction product. The product is: [NH2:23][CH:24]1[CH2:29][CH2:28][CH:27]([NH:30][C:18]2[N:17]=[C:16]([N:14]([C:3]3[C:2]([F:1])=[CH:7][N:6]=[C:5]([C:8]4[CH:13]=[CH:12][CH:11]=[CH:10][CH:9]=4)[N:4]=3)[CH3:15])[CH:21]=[CH:20][N:19]=2)[CH2:26][CH2:25]1. (5) Given the reactants [CH2:1]([C@@H:5]1[NH:10][CH2:9][C@H:8]([CH2:11][CH:12]([CH3:14])[CH3:13])[NH:7][C:6]1=[O:15])[CH:2]([CH3:4])[CH3:3].Br[CH2:17][C:18]1[C:23]([F:24])=[CH:22][CH:21]=[CH:20][C:19]=1[F:25].FC1C=CC(CN2C[C@H](CC(C)C)NC(=O)[C@@H]2CC(C)C)=C(C(F)(F)F)C=1, predict the reaction product. The product is: [F:24][C:23]1[CH:22]=[CH:21][CH:20]=[C:19]([F:25])[C:18]=1[CH2:17][N:10]1[CH2:9][C@H:8]([CH2:11][CH:12]([CH3:14])[CH3:13])[NH:7][C:6](=[O:15])[C@@H:5]1[CH2:1][CH:2]([CH3:4])[CH3:3]. (6) Given the reactants [OH:1][C:2]1[CH:3]=[C:4]([C:8]23[CH2:15][CH2:14][C:11]([CH2:16][CH2:17][O:18][CH2:19][C:20]([O:22][C:23](C)(C)C)=[O:21])([CH2:12][CH2:13]2)[CH2:10][O:9]3)[CH:5]=[CH:6][CH:7]=1.[S:27](O[S:27]([C:30]([F:33])([F:32])[F:31])(=[O:29])=[O:28])([C:30]([F:33])([F:32])[F:31])(=[O:29])=[O:28].[Si](C=[N+]=[N-])(C)(C)C, predict the reaction product. The product is: [F:31][C:30]([F:33])([F:32])[S:27]([O:1][C:2]1[CH:3]=[C:4]([C:8]23[CH2:15][CH2:14][C:11]([CH2:16][CH2:17][O:18][CH2:19][C:20]([O:22][CH3:23])=[O:21])([CH2:12][CH2:13]2)[CH2:10][O:9]3)[CH:5]=[CH:6][CH:7]=1)(=[O:29])=[O:28].